From a dataset of Forward reaction prediction with 1.9M reactions from USPTO patents (1976-2016). Predict the product of the given reaction. Given the reactants FC(F)(F)C(O)=O.[Cl:8][C:9]1[C:21]([C:22]([F:25])([F:24])[F:23])=[CH:20][C:12]([C:13]([O:15]C(C)(C)C)=[O:14])=[C:11]([NH:26]C(OC(C)(C)C)=O)[CH:10]=1, predict the reaction product. The product is: [NH2:26][C:11]1[CH:10]=[C:9]([Cl:8])[C:21]([C:22]([F:25])([F:23])[F:24])=[CH:20][C:12]=1[C:13]([OH:15])=[O:14].